From a dataset of Full USPTO retrosynthesis dataset with 1.9M reactions from patents (1976-2016). Predict the reactants needed to synthesize the given product. (1) Given the product [CH3:1][O:2][C:3](=[O:40])[C:4]1[CH:9]=[CH:8][C:7]([O:10][CH2:11][CH2:12][C:13]2[C:21]3[C:16](=[CH:17][CH:18]=[C:19]([Cl:22])[CH:20]=3)[N:15]([CH:23]([C:30]3[CH:35]=[CH:34][CH:33]=[CH:32][CH:31]=3)[C:24]3[CH:29]=[CH:28][CH:27]=[CH:26][CH:25]=3)[C:14]=2[CH2:36][CH2:37][CH2:38][Br:61])=[CH:6][CH:5]=1, predict the reactants needed to synthesize it. The reactants are: [CH3:1][O:2][C:3](=[O:40])[C:4]1[CH:9]=[CH:8][C:7]([O:10][CH2:11][CH2:12][C:13]2[C:21]3[C:16](=[CH:17][CH:18]=[C:19]([Cl:22])[CH:20]=3)[N:15]([CH:23]([C:30]3[CH:35]=[CH:34][CH:33]=[CH:32][CH:31]=3)[C:24]3[CH:29]=[CH:28][CH:27]=[CH:26][CH:25]=3)[C:14]=2[CH2:36][CH2:37][CH2:38]O)=[CH:6][CH:5]=1.C1(P(C2C=CC=CC=2)C2C=CC=CC=2)C=CC=CC=1.C(Br)(Br)(Br)[Br:61]. (2) Given the product [CH3:12][O:13][CH2:14][O:11][C:5]1[CH:6]=[C:7]([O:34][C:30]([CH3:16])([CH3:29])[C:31]#[CH:32])[CH:8]=[CH:9][C:4]=1[N+:1]([O-:3])=[O:2], predict the reactants needed to synthesize it. The reactants are: [N+:1]([C:4]1[CH:9]=[C:8](F)[CH:7]=[CH:6][C:5]=1[OH:11])([O-:3])=[O:2].[CH3:12][O:13][CH2:14]Cl.[CH:16](N(C(C)C)CC)(C)C.[Cl-].[NH4+].[H-].[Na+].[CH3:29][CH:30]([OH:34])[C:31]#[C:32]C. (3) Given the product [N:1]1[CH:6]=[CH:5][CH:4]=[CH:3][C:2]=1[CH2:7][NH:8][C:9]1[CH:14]=[C:13]([C:15]([F:18])([F:16])[F:17])[C:12]([Cl:20])=[C:11]([Cl:19])[N:10]=1, predict the reactants needed to synthesize it. The reactants are: [N:1]1[CH:6]=[CH:5][CH:4]=[CH:3][C:2]=1[CH2:7][NH:8][C:9]1[CH:14]=[C:13]([C:15]([F:18])([F:17])[F:16])[CH:12]=[C:11]([Cl:19])[N:10]=1.[Cl:20]N1C(=O)CCC1=O.O.